This data is from Full USPTO retrosynthesis dataset with 1.9M reactions from patents (1976-2016). The task is: Predict the reactants needed to synthesize the given product. (1) Given the product [C:1]([O:9][C@@H:10]1[CH2:18][C@@H:13]2[O:14][C:15](=[O:17])[CH2:16][C@@H:12]2[C@H:11]1/[CH:19]=[CH:20]/[C:21]([O:28][Si:38]([C:35]([CH3:37])([CH3:36])[CH3:34])([C:45]1[CH:46]=[CH:47][CH:48]=[CH:49][CH:50]=1)[C:39]1[CH:44]=[CH:43][CH:42]=[CH:41][CH:40]=1)([CH3:27])[CH2:22][CH2:23][CH2:24][CH2:25][CH3:26])(=[O:8])[C:2]1[CH:3]=[CH:4][CH:5]=[CH:6][CH:7]=1, predict the reactants needed to synthesize it. The reactants are: [C:1]([O:9][C@@H:10]1[CH2:18][C@@H:13]2[O:14][C:15](=[O:17])[CH2:16][C@@H:12]2[C@H:11]1/[CH:19]=[CH:20]/[C:21]([OH:28])([CH3:27])[CH2:22][CH2:23][CH2:24][CH2:25][CH3:26])(=[O:8])[C:2]1[CH:7]=[CH:6][CH:5]=[CH:4][CH:3]=1.N1C=CN=C1.[CH3:34][C:35]([Si:38](Cl)([C:45]1[CH:50]=[CH:49][CH:48]=[CH:47][CH:46]=1)[C:39]1[CH:44]=[CH:43][CH:42]=[CH:41][CH:40]=1)([CH3:37])[CH3:36]. (2) Given the product [Cl:23][C:15]1[CH:14]=[C:13](/[C:4](=[N:5]\[O:6][CH:7]2[CH2:12][CH2:11][CH2:10][CH2:9][CH2:8]2)/[C:3]([OH:24])=[O:2])[CH:18]=[CH:17][C:16]=1[S:19]([CH3:22])(=[O:21])=[O:20], predict the reactants needed to synthesize it. The reactants are: C[O:2][C:3](=[O:24])/[C:4](/[C:13]1[CH:18]=[CH:17][C:16]([S:19]([CH3:22])(=[O:21])=[O:20])=[C:15]([Cl:23])[CH:14]=1)=[N:5]/[O:6][CH:7]1[CH2:12][CH2:11][CH2:10][CH2:9][CH2:8]1.[OH-].[Li+]. (3) Given the product [Br:1][C:2]1[CH:3]=[CH:4][C:5]2[O:9][C:8]([C:10](=[O:12])[NH2:11])=[C:7]([NH:13][C:14]([C@H:16]3[CH2:17][CH2:38][C@H:37]([CH2:36][NH:35][C:28](=[O:29])[O:30][C:31]([CH3:32])([CH3:34])[CH3:33])[CH2:39][CH2:19]3)=[O:15])[C:6]=2[CH:27]=1, predict the reactants needed to synthesize it. The reactants are: [Br:1][C:2]1[CH:3]=[CH:4][C:5]2[O:9][C:8]([C:10](=[O:12])[NH2:11])=[C:7]([NH:13][C:14]([CH:16]3[CH2:19]N(C(OC(C)(C)C)=O)[CH2:17]3)=[O:15])[C:6]=2[CH:27]=1.[C:28]([N:35]1[CH2:38][CH:37]([C:39](O)=O)[CH2:36]1)([O:30][C:31]([CH3:34])([CH3:33])[CH3:32])=[O:29]. (4) Given the product [CH3:1][O:2][C:3]1[CH:4]=[C:5]2[C:10](=[CH:11][CH:12]=1)[CH:9]=[C:8]([C@H:13]([CH3:17])[C:14]([O:16][CH2:24][C:25]([O:27][C:28]([CH3:31])([CH3:30])[CH3:29])=[O:26])=[O:15])[CH:7]=[CH:6]2, predict the reactants needed to synthesize it. The reactants are: [CH3:1][O:2][C:3]1[CH:4]=[C:5]2[C:10](=[CH:11][CH:12]=1)[CH:9]=[C:8]([C@H:13]([CH3:17])[C:14]([OH:16])=[O:15])[CH:7]=[CH:6]2.C([O-])(O)=O.[Na+].Br[CH2:24][C:25]([O:27][C:28]([CH3:31])([CH3:30])[CH3:29])=[O:26]. (5) Given the product [F:1][C:2]1[CH:7]=[CH:6][C:5]([S:8]([C:11]([C:12]2[CH:17]=[CH:16][C:15]([I:18])=[CH:14][CH:13]=2)=[CH2:19])(=[O:10])=[O:9])=[CH:4][CH:3]=1, predict the reactants needed to synthesize it. The reactants are: [F:1][C:2]1[CH:7]=[CH:6][C:5]([S:8]([CH2:11][C:12]2[CH:17]=[CH:16][C:15]([I:18])=[CH:14][CH:13]=2)(=[O:10])=[O:9])=[CH:4][CH:3]=1.[CH3:19]N(C)CN(C)C.C(OC(=O)C)(=O)C. (6) Given the product [CH3:23][C:14]1[CH:19]=[CH:18][C:17]([C:20]([NH:10][NH:9][C:7](=[O:8])[C:6]2[CH:11]=[CH:12][CH:13]=[C:4]([N+:1]([O-:3])=[O:2])[CH:5]=2)=[O:21])=[CH:16][CH:15]=1, predict the reactants needed to synthesize it. The reactants are: [N+:1]([C:4]1[CH:5]=[C:6]([CH:11]=[CH:12][CH:13]=1)[C:7]([NH:9][NH2:10])=[O:8])([O-:3])=[O:2].[C:14]1([CH3:23])[CH:19]=[CH:18][C:17]([C:20](Cl)=[O:21])=[CH:16][CH:15]=1. (7) Given the product [F:1][C:2]1[CH:30]=[CH:29][CH:28]=[C:27]([F:31])[C:3]=1[CH2:4][O:5][C:6]1[C:7]2[N:8]([C:18]([C:22]([OH:24])=[O:23])=[C:19]([CH3:21])[N:20]=2)[CH:9]=[C:10]([N:12]2[CH2:17][CH2:16][O:15][CH2:14][CH2:13]2)[CH:11]=1, predict the reactants needed to synthesize it. The reactants are: [F:1][C:2]1[CH:30]=[CH:29][CH:28]=[C:27]([F:31])[C:3]=1[CH2:4][O:5][C:6]1[C:7]2[N:8]([C:18]([C:22]([O:24]CC)=[O:23])=[C:19]([CH3:21])[N:20]=2)[CH:9]=[C:10]([N:12]2[CH2:17][CH2:16][O:15][CH2:14][CH2:13]2)[CH:11]=1.[OH-].[Li+].Cl. (8) Given the product [F:26][C:27]([F:34])([F:33])[CH2:28][S:29]([NH:1][C:2]1[CH:3]=[CH:4][C:5]([O:19][CH:20]2[CH2:25][CH2:24][O:23][CH2:22][CH2:21]2)=[C:6]([C:8]2[C:9]3[CH:18]=[CH:17][NH:16][C:10]=3[C:11](=[O:15])[N:12]([CH3:14])[CH:13]=2)[CH:7]=1)(=[O:31])=[O:30], predict the reactants needed to synthesize it. The reactants are: [NH2:1][C:2]1[CH:3]=[CH:4][C:5]([O:19][CH:20]2[CH2:25][CH2:24][O:23][CH2:22][CH2:21]2)=[C:6]([C:8]2[C:9]3[CH:18]=[CH:17][NH:16][C:10]=3[C:11](=[O:15])[N:12]([CH3:14])[CH:13]=2)[CH:7]=1.[F:26][C:27]([F:34])([F:33])[CH2:28][S:29](Cl)(=[O:31])=[O:30].C(N(CC)CC)C.